This data is from Forward reaction prediction with 1.9M reactions from USPTO patents (1976-2016). The task is: Predict the product of the given reaction. (1) Given the reactants [CH3:1][O:2][C:3]([CH2:5][N:6]1[C:10](/[CH:11]=[C:12]2\[CH2:13][N:14](C(C3C=CC=CC=3)(C3C=CC=CC=3)C3C=CC=CC=3)[CH2:15][CH2:16][CH:17]\2O)=[N:9][N:8]=[N:7]1)=[O:4].[C:38]([OH:41])(=[S:40])[CH3:39].C(OC(OCC(C)(C)C)N(C)C)C(C)(C)C.[F:58][C:59]([F:64])([F:63])[C:60]([OH:62])=[O:61], predict the reaction product. The product is: [F:58][C:59]([F:64])([F:63])[C:60]([OH:62])=[O:61].[C:38]([S:40][CH:17]1[CH2:16][CH2:15][NH:14][CH2:13]/[C:12]/1=[CH:11]\[C:10]1[N:6]([CH2:5][C:3]([O:2][CH3:1])=[O:4])[N:7]=[N:8][N:9]=1)(=[O:41])[CH3:39]. (2) Given the reactants [F:1][C:2]1[CH:7]=[CH:6][C:5]([C:8]2[S:9][C:10]([CH:13]([C:15]3[CH:20]=[CH:19][N:18]=[CH:17][CH:16]=3)[OH:14])=[CH:11][N:12]=2)=[CH:4][CH:3]=1.CC(OI1(OC(C)=O)(OC(C)=O)OC(=O)C2C=CC=CC1=2)=O.C([O-])(O)=O.[Na+].C(OCC)(=O)C, predict the reaction product. The product is: [F:1][C:2]1[CH:3]=[CH:4][C:5]([C:8]2[S:9][C:10]([C:13]([C:15]3[CH:16]=[CH:17][N:18]=[CH:19][CH:20]=3)=[O:14])=[CH:11][N:12]=2)=[CH:6][CH:7]=1. (3) Given the reactants [NH2:1][C:2]1[CH:10]=[CH:9][C:5]2[N:6]=[CH:7][NH:8][C:4]=2[CH:3]=1.[CH2:11]([O:13][C:14]1[CH:21]=[CH:20][C:17]([CH:18]=O)=[CH:16][CH:15]=1)[CH3:12].[Si](C#N)(C)(C)C.[N:28]1([C:33](N2C=CN=C2)=[O:34])C=CN=[CH:29]1, predict the reaction product. The product is: [NH:6]1[C:5]2[CH:9]=[CH:10][C:2]([N:1]3[CH:18]([C:17]4[CH:20]=[CH:21][C:14]([O:13][CH2:11][CH3:12])=[CH:15][CH:16]=4)[CH2:29][NH:28][C:33]3=[O:34])=[CH:3][C:4]=2[N:8]=[CH:7]1. (4) The product is: [CH2:22]([N:29]([CH3:30])[S:2]([C:5]1[CH:14]=[CH:13][C:12]2[NH:11][C:10](=[O:15])[C:9]3[NH:16][CH:17]=[CH:18][C:8]=3[C:7]=2[CH:6]=1)(=[O:3])=[O:4])[C:23]1[CH:28]=[CH:27][CH:26]=[CH:25][CH:24]=1.[CH2:18]([C:19]([O-:21])=[O:20])[CH3:17]. Given the reactants Cl[S:2]([C:5]1[CH:14]=[CH:13][C:12]2[NH:11][C:10](=[O:15])[C:9]3[NH:16][CH:17]=[C:18]([C:19]([OH:21])=[O:20])[C:8]=3[C:7]=2[CH:6]=1)(=[O:4])=[O:3].[CH2:22]([NH:29][CH3:30])[C:23]1[CH:28]=[CH:27][CH:26]=[CH:25][CH:24]=1, predict the reaction product. (5) Given the reactants [CH3:1][O:2][C:3]1[CH:8]=[CH:7][C:6]([S:9]([C:25]2[CH:30]=[CH:29][C:28]([O:31][CH3:32])=[CH:27][CH:26]=2)([CH3:24])[C:10]2[CH:15]=[CH:14][C:13]([C:16]3[C:21]([CH3:22])=[CH:20][CH:19]=[C:18]([NH2:23])[CH:17]=3)=[CH:12][CH:11]=2)=[CH:5][CH:4]=1.[O:33]1[C:37]2[CH:38]=[CH:39][C:40]([C:42]3([C:45](O)=[O:46])[CH2:44][CH2:43]3)=[CH:41][C:36]=2[O:35][CH2:34]1.CCN(C(C)C)C(C)C, predict the reaction product. The product is: [CH3:1][O:2][C:3]1[CH:8]=[CH:7][C:6]([S:9]([C:25]2[CH:26]=[CH:27][C:28]([O:31][CH3:32])=[CH:29][CH:30]=2)([CH3:24])[C:10]2[CH:11]=[CH:12][C:13]([C:16]3[C:21]([CH3:22])=[CH:20][CH:19]=[C:18]([NH:23][C:45]([C:42]4([C:40]5[CH:39]=[CH:38][C:37]6[O:33][CH2:34][O:35][C:36]=6[CH:41]=5)[CH2:44][CH2:43]4)=[O:46])[CH:17]=3)=[CH:14][CH:15]=2)=[CH:5][CH:4]=1. (6) Given the reactants CN1CCCNCC1.ClC1C=CC(S(NC2C=CC=CC=2)(=O)=O)=CC=1[N+]([O-])=O.C([O-])([O-])=O.[K+].[K+].[CH3:35][N:36]1[CH2:42][CH2:41][CH2:40][N:39]([C:43]2[CH:48]=[CH:47][C:46]([S:49]([NH:52][C:53]3[CH:58]=[CH:57][CH:56]=[CH:55][CH:54]=3)(=[O:51])=[O:50])=[CH:45][C:44]=2[N+:59]([O-])=O)[CH2:38][CH2:37]1.O.NN.Cl.CCOCC, predict the reaction product. The product is: [NH2:59][C:44]1[CH:45]=[C:46]([S:49]([NH:52][C:53]2[CH:58]=[CH:57][CH:56]=[CH:55][CH:54]=2)(=[O:50])=[O:51])[CH:47]=[CH:48][C:43]=1[N:39]1[CH2:40][CH2:41][CH2:42][N:36]([CH3:35])[CH2:37][CH2:38]1.